From a dataset of Full USPTO retrosynthesis dataset with 1.9M reactions from patents (1976-2016). Predict the reactants needed to synthesize the given product. (1) The reactants are: [Cl:1][C:2]1[C:3]([F:42])=[C:4]([C@@H:8]2[C@:12]([C:15]3[CH:20]=[CH:19][C:18]([Cl:21])=[CH:17][C:16]=3[F:22])([C:13]#[N:14])[C@H:11]([CH2:23][C:24]([CH3:27])([CH3:26])[CH3:25])[NH:10][C@H:9]2[C:28]([NH:30][C:31]2[CH:39]=[CH:38][C:34]([C:35]([OH:37])=[O:36])=[CH:33][C:32]=2[O:40][CH3:41])=[O:29])[CH:5]=[CH:6][CH:7]=1.C(N(CC)CC)C.O=C1N(P(Cl)(N2CCOC2=O)=O)[CH2:54][CH2:53][O:52]1.C(O)CO. Given the product [Cl:1][C:2]1[C:3]([F:42])=[C:4]([C@@H:8]2[C@:12]([C:15]3[CH:20]=[CH:19][C:18]([Cl:21])=[CH:17][C:16]=3[F:22])([C:13]#[N:14])[C@H:11]([CH2:23][C:24]([CH3:26])([CH3:27])[CH3:25])[NH:10][C@H:9]2[C:28]([NH:30][C:31]2[CH:39]=[CH:38][C:34]([C:35]([O:37][CH2:54][CH2:53][OH:52])=[O:36])=[CH:33][C:32]=2[O:40][CH3:41])=[O:29])[CH:5]=[CH:6][CH:7]=1, predict the reactants needed to synthesize it. (2) Given the product [Cl:1][C:2]1[CH:9]=[C:8]([Cl:10])[CH:7]=[C:6]([Cl:11])[C:3]=1/[CH:4]=[C:20](/[N+:17]([O-:19])=[O:18])\[CH3:21], predict the reactants needed to synthesize it. The reactants are: [Cl:1][C:2]1[CH:9]=[C:8]([Cl:10])[CH:7]=[C:6]([Cl:11])[C:3]=1[CH:4]=O.C([O-])(=O)C.[NH4+].[N+:17]([CH2:20][CH3:21])([O-:19])=[O:18].